From a dataset of Forward reaction prediction with 1.9M reactions from USPTO patents (1976-2016). Predict the product of the given reaction. (1) The product is: [C:10]([O:14][C:15](=[O:46])[NH:16][C:17]1([CH2:43][CH2:44][CH2:45][OH:47])[CH2:22][CH2:21][CH:20]([O:23][C:24]2[CH:25]=[C:26]3[C:31](=[CH:32][C:33]=2[Cl:34])[C:30]([O:35][CH2:36][C:37]2[CH:42]=[CH:41][CH:40]=[CH:39][CH:38]=2)=[N:29][CH:28]=[CH:27]3)[CH2:19][CH2:18]1)([CH3:13])([CH3:12])[CH3:11]. Given the reactants B1C2CCCC1CCC2.[C:10]([O:14][C:15](=[O:46])[NH:16][C:17]1([CH2:43][CH:44]=[CH2:45])[CH2:22][CH2:21][CH:20]([O:23][C:24]2[CH:25]=[C:26]3[C:31](=[CH:32][C:33]=2[Cl:34])[C:30]([O:35][CH2:36][C:37]2[CH:42]=[CH:41][CH:40]=[CH:39][CH:38]=2)=[N:29][CH:28]=[CH:27]3)[CH2:19][CH2:18]1)([CH3:13])([CH3:12])[CH3:11].[OH-:47].[Na+].OO, predict the reaction product. (2) Given the reactants C([O-])(=O)C.[Na+].[OH:6][CH2:7][CH2:8][C@@H:9]([NH:15][C:16](=[O:22])[O:17][C:18]([CH3:21])([CH3:20])[CH3:19])[CH2:10][CH2:11]S(C)=O, predict the reaction product. The product is: [OH:6][CH2:7][CH2:8][C@@H:9]([NH:15][C:16](=[O:22])[O:17][C:18]([CH3:21])([CH3:20])[CH3:19])[CH:10]=[CH2:11]. (3) Given the reactants C(OC([CH:8]1[CH:12]2[CH2:13][N:14]([CH2:16][C:17]3[CH:22]=[CH:21][C:20]([O:23][C:24]4[S:25][C:26]5[CH:32]=[CH:31][CH:30]=[CH:29][C:27]=5[N:28]=4)=[CH:19][CH:18]=3)[CH2:15][CH:11]2[CH2:10][N:9]1[S:33]([NH2:36])(=[O:35])=[O:34])=O)(C)(C)C.FC(F)(F)C(O)=O, predict the reaction product. The product is: [S:25]1[C:26]2[CH:32]=[CH:31][CH:30]=[CH:29][C:27]=2[N:28]=[C:24]1[O:23][C:20]1[CH:19]=[CH:18][C:17]([CH2:16][N:14]2[CH2:15][CH:11]3[CH2:10][N:9]([S:33]([NH2:36])(=[O:34])=[O:35])[CH2:8][CH:12]3[CH2:13]2)=[CH:22][CH:21]=1.